From a dataset of hERG potassium channel inhibition data for cardiac toxicity prediction from Karim et al.. Regression/Classification. Given a drug SMILES string, predict its toxicity properties. Task type varies by dataset: regression for continuous values (e.g., LD50, hERG inhibition percentage) or binary classification for toxic/non-toxic outcomes (e.g., AMES mutagenicity, cardiotoxicity, hepatotoxicity). Dataset: herg_karim. (1) The compound is CCN(CCc1c[nH]c2ccccc12)Cc1ccc(/C=C/C(=O)NO)cc1. The result is 1 (blocker). (2) The drug is OCCn1cc(-c2cnc3nnn(Cc4ccc5ncccc5c4)c3n2)cn1. The result is 0 (non-blocker). (3) The compound is Clc1cccc(OC(c2cccnc2)[C@@H]2CCCNC2)c1Cl. The result is 1 (blocker). (4) The compound is CS(=O)(=O)c1ccc2c(c1)nc(C(F)(F)F)n2Cc1ccccc1. The result is 0 (non-blocker). (5) The compound is CC(C)(Cc1ccc2ccccc2c1)NC[C@@H](O)COc1ccccc1C#N. The result is 1 (blocker). (6) The molecule is CN(C)Cc1ccc2c(c1)CC[C@H](N(C)C(=O)c1ccc(-c3ccc(F)cc3)cc1)C2. The result is 1 (blocker).